Dataset: Reaction yield outcomes from USPTO patents with 853,638 reactions. Task: Predict the reaction yield, written as a fraction of the theoretical maximum amount of product (1.0 means a 100% yield; for example, 0.34 means a 34% yield). The reactants are Cl[CH2:2][CH2:3][C:4]([C:6]1[S:10][C:9]2[CH2:11][C:12]([CH3:15])([CH3:14])[CH2:13][C:8]=2[CH:7]=1)=[O:5].S(=O)(=O)(O)O.P([O-])([O-])(O)=O.[K+].[K+].C(OCC)(=O)C. The catalyst is O. The product is [CH3:14][C:12]1([CH3:15])[CH2:13][C:8]2[C:7]3[CH2:2][CH2:3][C:4](=[O:5])[C:6]=3[S:10][C:9]=2[CH2:11]1. The yield is 0.370.